This data is from Peptide-MHC class I binding affinity with 185,985 pairs from IEDB/IMGT. The task is: Regression. Given a peptide amino acid sequence and an MHC pseudo amino acid sequence, predict their binding affinity value. This is MHC class I binding data. (1) The peptide sequence is NTDAFSREY. The MHC is HLA-A03:01 with pseudo-sequence HLA-A03:01. The binding affinity (normalized) is 0.0847. (2) The peptide sequence is APVESMALF. The MHC is HLA-B15:01 with pseudo-sequence HLA-B15:01. The binding affinity (normalized) is 0.0847. (3) The peptide sequence is DTMSIYIAV. The MHC is HLA-A02:01 with pseudo-sequence HLA-A02:01. The binding affinity (normalized) is 0.363. (4) The peptide sequence is ILEDQNCKL. The MHC is HLA-A02:01 with pseudo-sequence HLA-A02:01. The binding affinity (normalized) is 0.584. (5) The peptide sequence is MFGGVSWMIR. The MHC is HLA-A32:01 with pseudo-sequence HLA-A32:01. The binding affinity (normalized) is 0.328. (6) The peptide sequence is KDTWLDARM. The MHC is HLA-B35:01 with pseudo-sequence HLA-B35:01. The binding affinity (normalized) is 0.324.